From a dataset of Forward reaction prediction with 1.9M reactions from USPTO patents (1976-2016). Predict the product of the given reaction. The product is: [Si:22]([O:21][CH2:20][C:19]([N:12]1[C:13]2[N:14]=[CH:15][N:16]=[CH:17][C:18]=2[C:10]([C:8]([C:4]2[CH:3]=[C:2]([NH:1][C:40](=[O:41])[CH2:39][C:35]3[CH:36]=[CH:37][CH:38]=[C:33]([C:32]([F:43])([F:31])[F:44])[CH:34]=3)[CH:7]=[N:6][CH:5]=2)=[O:9])=[CH:11]1)([CH3:30])[CH3:29])([C:25]([CH3:28])([CH3:27])[CH3:26])([CH3:23])[CH3:24]. Given the reactants [NH2:1][C:2]1[CH:3]=[C:4]([C:8]([C:10]2[C:18]3[CH:17]=[N:16][CH:15]=[N:14][C:13]=3[N:12]([C:19]([CH3:30])([CH3:29])[CH2:20][O:21][Si:22]([C:25]([CH3:28])([CH3:27])[CH3:26])([CH3:24])[CH3:23])[CH:11]=2)=[O:9])[CH:5]=[N:6][CH:7]=1.[F:31][C:32]([F:44])([F:43])[C:33]1[CH:34]=[C:35]([CH2:39][C:40](O)=[O:41])[CH:36]=[CH:37][CH:38]=1.CCN(C(C)C)C(C)C, predict the reaction product.